Predict the reaction yield, written as a fraction of the theoretical maximum amount of product (1.0 means a 100% yield; for example, 0.34 means a 34% yield). From a dataset of Reaction yield outcomes from USPTO patents with 853,638 reactions. The reactants are [F:1][C:2]1[CH:3]=[C:4]([C:8]2[CH:17]=[C:16]3[C:11]([CH2:12][CH2:13][CH2:14][C:15]3=[N:18][C:19]3[CH:20]=[C:21]([CH:30]=[CH:31][CH:32]=3)[O:22][CH2:23][C:24]([O:26][CH:27]([CH3:29])[CH3:28])=[O:25])=[CH:10][CH:9]=2)[CH:5]=[CH:6][CH:7]=1.[B-](OC(C)=O)(OC(C)=O)OC(C)=O.[Na+]. The catalyst is CO. The product is [F:1][C:2]1[CH:3]=[C:4]([C:8]2[CH:17]=[C:16]3[C:11]([CH2:12][CH2:13][CH2:14][CH:15]3[NH:18][C:19]3[CH:20]=[C:21]([CH:30]=[CH:31][CH:32]=3)[O:22][CH2:23][C:24]([O:26][CH:27]([CH3:28])[CH3:29])=[O:25])=[CH:10][CH:9]=2)[CH:5]=[CH:6][CH:7]=1. The yield is 0.360.